Dataset: Full USPTO retrosynthesis dataset with 1.9M reactions from patents (1976-2016). Task: Predict the reactants needed to synthesize the given product. (1) Given the product [NH:1]1[C:9]2[C:4](=[CH:5][CH:6]=[C:7]([CH2:10][C:11]([NH:13][CH2:14][C:15]#[C:16][C:18]3[CH:23]=[CH:22][C:21]([C:24]([F:27])([F:26])[F:25])=[CH:20][CH:19]=3)=[O:12])[CH:8]=2)[CH:3]=[CH:2]1, predict the reactants needed to synthesize it. The reactants are: [NH:1]1[C:9]2[C:4](=[CH:5][CH:6]=[C:7]([CH2:10][C:11]([NH:13][CH2:14][C:15]#[CH:16])=[O:12])[CH:8]=2)[CH:3]=[CH:2]1.I[C:18]1[CH:23]=[CH:22][C:21]([C:24]([F:27])([F:26])[F:25])=[CH:20][CH:19]=1. (2) Given the product [CH2:30]([O:29][C:27]([C:26]1[CH:32]=[CH:33][C:23]([CH2:1][CH:2]2[CH2:5][N:4]([C:6]([O:8][C:9]([CH3:12])([CH3:11])[CH3:10])=[O:7])[CH2:3]2)=[CH:24][CH:25]=1)=[O:28])[CH3:31], predict the reactants needed to synthesize it. The reactants are: [CH2:1]=[C:2]1[CH2:5][N:4]([C:6]([O:8][C:9]([CH3:12])([CH3:11])[CH3:10])=[O:7])[CH2:3]1.B1C2CCCC1CCC2.I[C:23]1[CH:33]=[CH:32][C:26]([C:27]([O:29][CH2:30][CH3:31])=[O:28])=[CH:25][CH:24]=1.CC(C1C=C(C(C)C)C(C2C=CC=CC=2P(C2CCCCC2)C2CCCCC2)=C(C(C)C)C=1)C.C([O-])([O-])=O.[Na+].[Na+].